From a dataset of NCI-60 drug combinations with 297,098 pairs across 59 cell lines. Regression. Given two drug SMILES strings and cell line genomic features, predict the synergy score measuring deviation from expected non-interaction effect. (1) Drug 1: CCC1(CC2CC(C3=C(CCN(C2)C1)C4=CC=CC=C4N3)(C5=C(C=C6C(=C5)C78CCN9C7C(C=CC9)(C(C(C8N6C=O)(C(=O)OC)O)OC(=O)C)CC)OC)C(=O)OC)O.OS(=O)(=O)O. Drug 2: CN1C2=C(C=C(C=C2)N(CCCl)CCCl)N=C1CCCC(=O)O.Cl. Cell line: MOLT-4. Synergy scores: CSS=-2.02, Synergy_ZIP=2.47, Synergy_Bliss=1.69, Synergy_Loewe=-5.59, Synergy_HSA=-5.76. (2) Drug 1: CCCCC(=O)OCC(=O)C1(CC(C2=C(C1)C(=C3C(=C2O)C(=O)C4=C(C3=O)C=CC=C4OC)O)OC5CC(C(C(O5)C)O)NC(=O)C(F)(F)F)O. Drug 2: CN1C2=C(C=C(C=C2)N(CCCl)CCCl)N=C1CCCC(=O)O.Cl. Cell line: RPMI-8226. Synergy scores: CSS=4.16, Synergy_ZIP=11.5, Synergy_Bliss=7.35, Synergy_Loewe=-2.60, Synergy_HSA=-2.60. (3) Drug 1: C1=NC2=C(N=C(N=C2N1C3C(C(C(O3)CO)O)O)F)N. Drug 2: CC1CCC2CC(C(=CC=CC=CC(CC(C(=O)C(C(C(=CC(C(=O)CC(OC(=O)C3CCCCN3C(=O)C(=O)C1(O2)O)C(C)CC4CCC(C(C4)OC)O)C)C)O)OC)C)C)C)OC. Cell line: SK-MEL-5. Synergy scores: CSS=12.7, Synergy_ZIP=-1.10, Synergy_Bliss=0.315, Synergy_Loewe=-1.58, Synergy_HSA=0.807. (4) Drug 1: CCCCC(=O)OCC(=O)C1(CC(C2=C(C1)C(=C3C(=C2O)C(=O)C4=C(C3=O)C=CC=C4OC)O)OC5CC(C(C(O5)C)O)NC(=O)C(F)(F)F)O. Drug 2: C1CN(CCN1C(=O)CCBr)C(=O)CCBr. Cell line: SNB-75. Synergy scores: CSS=46.5, Synergy_ZIP=0.0155, Synergy_Bliss=2.17, Synergy_Loewe=1.16, Synergy_HSA=4.06. (5) Drug 1: CC1=C2C(C(=O)C3(C(CC4C(C3C(C(C2(C)C)(CC1OC(=O)C(C(C5=CC=CC=C5)NC(=O)OC(C)(C)C)O)O)OC(=O)C6=CC=CC=C6)(CO4)OC(=O)C)O)C)O. Drug 2: C1CCC(C(C1)N)N.C(=O)(C(=O)[O-])[O-].[Pt+4]. Cell line: RPMI-8226. Synergy scores: CSS=69.7, Synergy_ZIP=-3.09, Synergy_Bliss=-5.68, Synergy_Loewe=-10.4, Synergy_HSA=0.0110. (6) Synergy scores: CSS=32.9, Synergy_ZIP=-5.77, Synergy_Bliss=-11.0, Synergy_Loewe=-21.8, Synergy_HSA=-10.4. Drug 2: CC1=C2C(C(=O)C3(C(CC4C(C3C(C(C2(C)C)(CC1OC(=O)C(C(C5=CC=CC=C5)NC(=O)OC(C)(C)C)O)O)OC(=O)C6=CC=CC=C6)(CO4)OC(=O)C)OC)C)OC. Drug 1: C1CCC(C1)C(CC#N)N2C=C(C=N2)C3=C4C=CNC4=NC=N3. Cell line: MOLT-4. (7) Drug 1: C1CCN(CC1)CCOC2=CC=C(C=C2)C(=O)C3=C(SC4=C3C=CC(=C4)O)C5=CC=C(C=C5)O. Drug 2: C(CC(=O)O)C(=O)CN.Cl. Cell line: RXF 393. Synergy scores: CSS=2.11, Synergy_ZIP=-2.62, Synergy_Bliss=-2.45, Synergy_Loewe=-0.327, Synergy_HSA=-0.421.